Dataset: Forward reaction prediction with 1.9M reactions from USPTO patents (1976-2016). Task: Predict the product of the given reaction. (1) Given the reactants Br[CH2:2][C:3]1[CH:8]=[CH:7][C:6]([I:9])=[CH:5][C:4]=1[Cl:10].[C:11]1(=[O:21])[NH:15][C:14](=[O:16])[C:13]2=[CH:17][CH:18]=[CH:19][CH:20]=[C:12]12.[K], predict the reaction product. The product is: [Cl:10][C:4]1[CH:5]=[C:6]([I:9])[CH:7]=[CH:8][C:3]=1[CH2:2][N:15]1[C:14](=[O:16])[C:13]2=[CH:17][CH:18]=[CH:19][CH:20]=[C:12]2[C:11]1=[O:21]. (2) Given the reactants [C:1]([O:5][C:6]([NH:8][CH2:9][C@H:10]1[CH2:15][CH2:14][C@H:13]([C:16](O)=[O:17])[CH2:12][CH2:11]1)=[O:7])([CH3:4])([CH3:3])[CH3:2].C(N(CC)CC)C.ClC(OCC)=O.OS([O-])(=O)=O.[K+].[BH4-].[Na+], predict the reaction product. The product is: [C:1]([O:5][C:6](=[O:7])[NH:8][CH2:9][C@H:10]1[CH2:11][CH2:12][C@H:13]([CH2:16][OH:17])[CH2:14][CH2:15]1)([CH3:4])([CH3:2])[CH3:3]. (3) Given the reactants [Br:1][C:2]1[C:3]([N:16]([CH3:21])[S:17]([CH3:20])(=[O:19])=[O:18])=[CH:4][C:5]2[O:9][C:8](I)=[C:7]([C:11]([NH:13][CH3:14])=[O:12])[C:6]=2[CH:15]=1.[CH:22]([N:25]1[C:29](B(O)O)=[CH:28][CH:27]=[N:26]1)([CH3:24])[CH3:23].C([O-])([O-])=O.[Na+].[Na+], predict the reaction product. The product is: [Br:1][C:2]1[C:3]([N:16]([CH3:21])[S:17]([CH3:20])(=[O:19])=[O:18])=[CH:4][C:5]2[O:9][C:8]([C:29]3[N:25]([CH:22]([CH3:24])[CH3:23])[N:26]=[CH:27][CH:28]=3)=[C:7]([C:11]([NH:13][CH3:14])=[O:12])[C:6]=2[CH:15]=1. (4) Given the reactants [N+:1]([C:4]1[CH:9]=[CH:8][CH:7]=[CH:6][C:5]=1[C:10]1[CH:15]=[CH:14][CH:13]=[CH:12][C:11]=1[N+:16]([O-])=O)([O-])=O, predict the reaction product. The product is: [NH2:1][C:4]1[CH:9]=[CH:8][CH:7]=[CH:6][C:5]=1[C:10]1[CH:15]=[CH:14][CH:13]=[CH:12][C:11]=1[NH2:16]. (5) Given the reactants [N:1]1[C:10]2[C:5](=[CH:6][CH:7]=[CH:8][CH:9]=2)[CH:4]=[CH:3][C:2]=1[CH2:11][O:12][C:13]1[CH:18]=[CH:17][C:16]([CH2:19][C:20]([O:22][CH2:23][C:24](=O)[C:25]2[CH:26]=[N:27][CH:28]=[CH:29][CH:30]=2)=[O:21])=[CH:15][CH:14]=1.[H-].[Na+], predict the reaction product. The product is: [N:27]1[CH:28]=[CH:29][CH:30]=[C:25]([C:24]2[CH2:23][O:22][C:20](=[O:21])[C:19]=2[C:16]2[CH:15]=[CH:14][C:13]([O:12][CH2:11][C:2]3[CH:3]=[CH:4][C:5]4[C:10](=[CH:9][CH:8]=[CH:7][CH:6]=4)[N:1]=3)=[CH:18][CH:17]=2)[CH:26]=1.